Task: Predict which catalyst facilitates the given reaction.. Dataset: Catalyst prediction with 721,799 reactions and 888 catalyst types from USPTO (1) Reactant: [CH3:1][C:2]1[S:6][C:5]2[NH:7][C:8]3[CH:9]=[CH:10][CH:11]=[CH:12][C:13]=3[N:14]=[C:15]([N:16]3[CH2:21][CH2:20][N:19]([CH3:22])[CH2:18][CH2:17]3)[C:4]=2[CH:3]=1.[C:23]([OH:26])(=[O:25])[CH3:24]. Product: [CH3:1][C:2]1[S:6][C:5]2[NH:7][C:8]3[CH:9]=[CH:10][CH:11]=[CH:12][C:13]=3[N:14]=[C:15]([N:16]3[CH2:17][CH2:18][N:19]([CH3:22])[CH2:20][CH2:21]3)[C:4]=2[CH:3]=1.[C:23]([O-:26])(=[O:25])[CH3:24]. The catalyst class is: 13. (2) Reactant: [Cl:1][C:2]1[CH:7]=[CH:6][C:5]([C:8]([CH3:18])([CH3:17])[C:9]([N:11]2[CH2:15][CH2:14][CH:13]([OH:16])[CH2:12]2)=[O:10])=[CH:4][CH:3]=1.CC(C)=O. Product: [Cl:1][C:2]1[CH:7]=[CH:6][C:5]([C:8]([CH3:18])([CH3:17])[C:9]([N:11]2[CH2:15][CH2:14][C:13](=[O:16])[CH2:12]2)=[O:10])=[CH:4][CH:3]=1. The catalyst class is: 6. (3) Reactant: C(S([O-])=O)O.[Na+].[C:7](#[N:10])[CH:8]=[CH2:9].[CH2:11]=[CH:12][C:13]1[CH:18]=[CH:17][CH:16]=[CH:15][CH:14]=1.C(OO)(C)(C)C.C(N(CC(O)=O)CC(O)=O)CN(CC([O-])=O)CC([O-])=O.[Na+].[Na+]. Product: [CH2:9]=[CH:8][C:7]#[N:10].[CH2:11]=[CH:12][C:13]1[CH:18]=[CH:17][CH:16]=[CH:15][CH:14]=1. The catalyst class is: 6. (4) Reactant: [F:1][C:2]1[CH:7]=[CH:6][C:5]([CH2:8][C:9](Cl)=[O:10])=[CH:4][CH:3]=1.[S-:12][C:13]#[N:14].[K+].[NH2:16][C:17]1[CH:37]=[CH:36][C:20]([O:21][C:22]2[CH:27]=[CH:26][N:25]=[C:24]([NH:28][C:29]([N:31]3[CH2:35][CH2:34][CH2:33][CH2:32]3)=[O:30])[CH:23]=2)=[CH:19][CH:18]=1.CCCCCC. Product: [F:1][C:2]1[CH:7]=[CH:6][C:5]([CH2:8][C:9]([NH:14][C:13](=[S:12])[NH:16][C:17]2[CH:37]=[CH:36][C:20]([O:21][C:22]3[CH:27]=[CH:26][N:25]=[C:24]([NH:28][C:29]([N:31]4[CH2:35][CH2:34][CH2:33][CH2:32]4)=[O:30])[CH:23]=3)=[CH:19][CH:18]=2)=[O:10])=[CH:4][CH:3]=1. The catalyst class is: 753. (5) Reactant: [O:1]1[CH:5]=[CH:4][CH:3]=[C:2]1[C:6]([OH:8])=O.C1C=CC2N(O)N=NC=2C=1.CCN=C=NCCCN(C)C.FC(F)(F)C(O)=O.[NH2:37][CH2:38][CH2:39][N:40]1[C:44]2[CH:45]=[CH:46][C:47]([C:49]([N:51]3[CH2:57][C:56]4([CH3:59])[CH2:58][CH:52]3[CH2:53][C:54]([CH3:61])([CH3:60])[CH2:55]4)=[O:50])=[CH:48][C:43]=2[N:42]=[CH:41]1. Product: [CH3:59][C:56]12[CH2:58][CH:52]([N:51]([C:49]([C:47]3[CH:46]=[CH:45][C:44]4[N:40]([CH2:39][CH2:38][NH:37][C:6]([C:2]5[O:1][CH:5]=[CH:4][CH:3]=5)=[O:8])[CH:41]=[N:42][C:43]=4[CH:48]=3)=[O:50])[CH2:57]1)[CH2:53][C:54]([CH3:61])([CH3:60])[CH2:55]2. The catalyst class is: 1. (6) Reactant: [Cl:1][C:2]1[C:14]([F:15])=[CH:13][CH:12]=[C:11]2[C:3]=1[C:4]1[CH2:5][CH2:6][CH2:7][C:8]([C:31]([F:34])([F:33])[F:32])([O:26][Si](C)(C)C)[C:9]=1[N:10]2S(C1C=CC(C)=CC=1)(=O)=O.[OH-].[K+].CCO. Product: [Cl:1][C:2]1[C:14]([F:15])=[CH:13][CH:12]=[C:11]2[C:3]=1[C:4]1[CH2:5][CH2:6][CH2:7][C:8]([C:31]([F:32])([F:33])[F:34])([OH:26])[C:9]=1[NH:10]2. The catalyst class is: 20. (7) Product: [CH3:1][N:2]([CH3:29])[C:3]1[CH:15]=[CH:14][C:13]([C:12]2[CH:7]=[CH:8][C:9]([OH:37])=[CH:10][CH:11]=2)=[CH:5][CH:4]=1. Reactant: [CH3:1][N:2]([CH3:29])[C:3]1[CH:15]=[CH:14][C:13]2[C:12]3[C:7](=[CH:8][C:9]([Sn](CCCC)(CCCC)CCCC)=[CH:10][CH:11]=3)C[C:5]=2[CH:4]=1.IC1C=CC([OH:37])=CC=1.C([O-])([O-])=O.[K+].[K+]. The catalyst class is: 694. (8) Reactant: [CH2:1]([O:3][C:4]([C:6]1[S:10][C:9](Br)=[N:8][C:7]=1[CH2:12][N:13]([CH2:20][C:21]1[CH:26]=[CH:25][C:24]([O:27][CH3:28])=[CH:23][C:22]=1[O:29][CH3:30])[CH2:14][C:15]([O:17][CH2:18][CH3:19])=[O:16])=[O:5])[CH3:2].[C:31]([C:35]1[CH:40]=[CH:39][C:38](B(O)O)=[CH:37][CH:36]=1)([CH3:34])([CH3:33])[CH3:32].C(=O)([O-])[O-].[Cs+].[Cs+]. Product: [CH2:1]([O:3][C:4]([C:6]1[S:10][C:9]([C:38]2[CH:39]=[CH:40][C:35]([C:31]([CH3:34])([CH3:33])[CH3:32])=[CH:36][CH:37]=2)=[N:8][C:7]=1[CH2:12][N:13]([CH2:20][C:21]1[CH:26]=[CH:25][C:24]([O:27][CH3:28])=[CH:23][C:22]=1[O:29][CH3:30])[CH2:14][C:15]([O:17][CH2:18][CH3:19])=[O:16])=[O:5])[CH3:2]. The catalyst class is: 660. (9) Reactant: [N:1]1[C:10]2[C:5](=[CH:6][C:7]([CH2:11][N:12]3[C:16]4=[N:17][C:18]([C:21](=O)[CH3:22])=[CH:19][CH:20]=[C:15]4[N:14]=[CH:13]3)=[CH:8][CH:9]=2)[CH:4]=[CH:3][CH:2]=1.C([O-])(=O)C.[Na+].Cl.[NH2:30][NH:31][C:32]([NH2:34])=[O:33]. Product: [N:1]1[C:10]2[C:5](=[CH:6][C:7]([CH2:11][N:12]3[C:16]4=[N:17][C:18]([C:21](=[N:30][NH:31][C:32]([NH2:34])=[O:33])[CH3:22])=[CH:19][CH:20]=[C:15]4[N:14]=[CH:13]3)=[CH:8][CH:9]=2)[CH:4]=[CH:3][CH:2]=1. The catalyst class is: 8. (10) Reactant: [C:1]([C:4]1[CH:9]=[CH:8][CH:7]=[CH:6][N:5]=1)(=[O:3])[CH3:2].[H-].[Na+].[C:12](OCC)(=[O:18])[C:13]([O:15][CH2:16][CH3:17])=[O:14].O. Product: [CH2:16]([O:15][C:13](=[O:14])[C:12](=[O:18])[CH2:2][C:1]([C:4]1[CH:9]=[CH:8][CH:7]=[CH:6][N:5]=1)=[O:3])[CH3:17]. The catalyst class is: 483.